The task is: Predict which catalyst facilitates the given reaction.. This data is from Catalyst prediction with 721,799 reactions and 888 catalyst types from USPTO. (1) Reactant: Br[C:2]1[CH:3]=[C:4]2[C:8](=[CH:9][CH:10]=1)[N:7]([CH:11]1[CH2:16][CH2:15][CH2:14][CH2:13][O:12]1)[N:6]=[C:5]2[C:17]([NH:19][C:20]1[CH:21]=[N:22][C:23]([C:26]([F:29])([F:28])[F:27])=[CH:24][CH:25]=1)=[O:18].[O-]P([O-])([O-])=O.[K+].[K+].[K+].O.[CH3:39][N:40]([CH:42]=O)C. Product: [F:27][C:26]1[CH:23]=[C:24]([C:2]2[CH:3]=[C:4]3[C:8](=[CH:9][CH:10]=2)[N:7]([CH:11]2[CH2:16][CH2:15][CH2:14][CH2:13][O:12]2)[N:6]=[C:5]3[C:17]([NH:19][C:20]2[CH:21]=[N:22][C:23]([C:26]([F:27])([F:29])[F:28])=[CH:24][CH:25]=2)=[O:18])[CH:39]=[N:40][CH:42]=1. The catalyst class is: 73. (2) Reactant: [Br:1][C:2]1[CH:7]=[CH:6][CH:5]=[CH:4][C:3]=1[S:8]([NH2:11])(=[O:10])=[O:9].[CH3:12][N:13]([CH:15]=O)[CH3:14].COC(OC)N(C)C.S([O-])(O)(=O)=O.[Na+]. Product: [Br:1][C:2]1[CH:7]=[CH:6][CH:5]=[CH:4][C:3]=1[S:8](/[N:11]=[CH:12]/[N:13]([CH3:15])[CH3:14])(=[O:10])=[O:9]. The catalyst class is: 6. (3) Reactant: C[Li].[CH3:3]COCC.[C:8]([C:12]1[CH:17]=[CH:16][N:15]=[CH:14][CH:13]=1)([CH3:11])([CH3:10])[CH3:9]. Product: [CH3:3][C:14]1[CH:13]=[C:12]([C:8]([CH3:11])([CH3:10])[CH3:9])[CH:17]=[CH:16][N:15]=1. The catalyst class is: 2. (4) Reactant: [F:1][C:2]1[CH:31]=[CH:30][C:5]([CH2:6][NH:7][C:8]([C:10]2[S:18][C:17]3[N:12]([C:13](=[O:29])[N:14]([CH2:22][C:23]4[CH:28]=[CH:27][CH:26]=[CH:25][CH:24]=4)[C:15](=[O:21])[C:16]=3[CH:19]=[O:20])[CH:11]=2)=[O:9])=[CH:4][CH:3]=1.O.[BH4-].[Na+]. Product: [F:1][C:2]1[CH:3]=[CH:4][C:5]([CH2:6][NH:7][C:8]([C:10]2[S:18][C:17]3[N:12]([C:13](=[O:29])[N:14]([CH2:22][C:23]4[CH:24]=[CH:25][CH:26]=[CH:27][CH:28]=4)[C:15](=[O:21])[C:16]=3[CH2:19][OH:20])[CH:11]=2)=[O:9])=[CH:30][CH:31]=1. The catalyst class is: 7. (5) Reactant: Cl[C:2]1[N:11]=[C:10]([C:12]2[CH:17]=[CH:16][CH:15]=[CH:14][CH:13]=2)[C:9]2[C:4](=[CH:5][CH:6]=[C:7]([Cl:18])[CH:8]=2)[N:3]=1.[CH3:19][NH:20][NH2:21]. Product: [Cl:18][C:7]1[CH:8]=[C:9]2[C:4](=[CH:5][CH:6]=1)[N:3]=[C:2]([N:20]([CH3:19])[NH2:21])[N:11]=[C:10]2[C:12]1[CH:17]=[CH:16][CH:15]=[CH:14][CH:13]=1. The catalyst class is: 6. (6) Reactant: [NH2:1][C:2]1[CH:7]=[CH:6][C:5]([C:8]2[CH:13]=[CH:12][C:11]([NH:14][C:15]([O:17][CH2:18][CH3:19])=[O:16])=[CH:10][CH:9]=2)=[CH:4][C:3]=1/[CH:20]=[C:21](\[CH2:27][C:28]#[N:29])/[C:22]([O:24][CH2:25][CH3:26])=[O:23]. Product: [NH2:29][C:28]1[CH2:27][C:21]([C:22]([O:24][CH2:25][CH3:26])=[O:23])=[CH:20][C:3]2[CH:4]=[C:5]([C:8]3[CH:13]=[CH:12][C:11]([NH:14][C:15]([O:17][CH2:18][CH3:19])=[O:16])=[CH:10][CH:9]=3)[CH:6]=[CH:7][C:2]=2[N:1]=1. The catalyst class is: 52. (7) Reactant: [CH3:1][C:2]1([CH3:28])[C:10]2[C:5](=[CH:6][C:7]([NH:14]C(=O)C)=[C:8]([N+:11]([O-:13])=[O:12])[CH:9]=2)[N:4]([CH2:18][CH2:19][CH2:20][N:21]2[CH2:26][CH2:25][O:24][CH2:23][CH2:22]2)[C:3]1=[O:27].Cl. Product: [NH2:14][C:7]1[CH:6]=[C:5]2[C:10]([C:2]([CH3:1])([CH3:28])[C:3](=[O:27])[N:4]2[CH2:18][CH2:19][CH2:20][N:21]2[CH2:22][CH2:23][O:24][CH2:25][CH2:26]2)=[CH:9][C:8]=1[N+:11]([O-:13])=[O:12]. The catalyst class is: 8. (8) Reactant: Br[C:2]1[CH:3]=[CH:4][C:5]2[C:6]3[N:15]([CH2:16][CH2:17][CH2:18][O:19][CH:20]([CH3:22])[CH3:21])[C:14]([CH2:23][O:24][CH2:25][CH3:26])=[N:13][C:7]=3[CH:8]=[N+:9]([O-:12])[C:10]=2[CH:11]=1.[NH:27]1[CH2:32][CH2:31][CH2:30][CH2:29][CH2:28]1. Product: [CH2:25]([O:24][CH2:23][C:14]1[N:15]([CH2:16][CH2:17][CH2:18][O:19][CH:20]([CH3:22])[CH3:21])[C:6]2[C:5]3[CH:4]=[CH:3][C:2]([N:27]4[CH2:32][CH2:31][CH2:30][CH2:29][CH2:28]4)=[CH:11][C:10]=3[N+:9]([O-:12])=[CH:8][C:7]=2[N:13]=1)[CH3:26]. The catalyst class is: 6. (9) Reactant: [CH3:1][N:2]([CH3:26])[CH:3]1[CH2:7][CH2:6][N:5]([C:8]2[CH:13]=[CH:12][C:11]([N:14]3[C:19](=[O:20])[C:18]4[S:21][C:22]([CH2:24][OH:25])=[CH:23][C:17]=4[N:16]=[CH:15]3)=[CH:10][CH:9]=2)[CH2:4]1.[H-].[Na+].CN(C=O)C.Br[CH2:35][CH2:36][CH3:37]. Product: [CH3:1][N:2]([CH3:26])[CH:3]1[CH2:7][CH2:6][N:5]([C:8]2[CH:9]=[CH:10][C:11]([N:14]3[C:19](=[O:20])[C:18]4[S:21][C:22]([CH2:24][O:25][CH2:35][CH2:36][CH3:37])=[CH:23][C:17]=4[N:16]=[CH:15]3)=[CH:12][CH:13]=2)[CH2:4]1. The catalyst class is: 84. (10) Reactant: [CH3:1][O:2][C:3]1[CH:4]=[C:5]2[C:10](=[CH:11][C:12]=1[O:13][CH3:14])[N:9]=[CH:8][N:7]=[C:6]2[O:15][C:16]1[CH:21]=[CH:20][C:19]([OH:22])=[CH:18][CH:17]=1.CO[C:25]1[CH:26]=[C:27]2[C:32](=[CH:33][C:34]=1OC)[N:31]=[CH:30][CH:29]=[C:28]2OC1C=CC(NC(NC2CCNCC2)=O)=CC=1.[C:54]1(P(C2C=CC=CC=2)C2C=CC=CC=2)C=CC=C[CH:55]=1.N(C(OCC)=O)=NC(OCC)=O. Product: [N:31]1([CH2:30][CH2:29][CH2:28][O:22][C:19]2[CH:20]=[CH:21][C:16]([O:15][C:6]3[C:5]4[C:10](=[CH:11][C:12]([O:13][CH3:14])=[C:3]([O:2][CH3:1])[CH:4]=4)[N:9]=[CH:8][N:7]=3)=[CH:17][CH:18]=2)[C:32]2[C:27](=[CH:26][CH:25]=[CH:34][CH:33]=2)[CH:55]=[CH:54]1. The catalyst class is: 7.